From a dataset of Catalyst prediction with 721,799 reactions and 888 catalyst types from USPTO. Predict which catalyst facilitates the given reaction. (1) Reactant: C[O:2][C:3](=[O:37])[C@@H:4]([NH:15][C:16]([C:18]1[C:19]([CH3:36])=[N:20][C:21]([NH:25][CH2:26][CH2:27][CH2:28][C:29]2[CH:34]=[CH:33][CH:32]=[C:31]([OH:35])[CH:30]=2)=[N:22][C:23]=1[CH3:24])=[O:17])[CH2:5][NH:6][C:7]([C:9]1[S:10][C:11]([CH3:14])=[CH:12][CH:13]=1)=[O:8].O.[OH-].[Li+].S([O-])(O)(=O)=O.[K+]. Product: [OH:35][C:31]1[CH:30]=[C:29]([CH2:28][CH2:27][CH2:26][NH:25][C:21]2[N:20]=[C:19]([CH3:36])[C:18]([C:16]([NH:15][C@@H:4]([CH2:5][NH:6][C:7]([C:9]3[S:10][C:11]([CH3:14])=[CH:12][CH:13]=3)=[O:8])[C:3]([OH:37])=[O:2])=[O:17])=[C:23]([CH3:24])[N:22]=2)[CH:34]=[CH:33][CH:32]=1. The catalyst class is: 20. (2) Reactant: Cl.[N:2]1([C:8]([O:10][C:11]([CH3:14])([CH3:13])[CH3:12])=[O:9])[CH2:7][CH2:6][NH:5][CH2:4][CH2:3]1.[N:15]([O-])=[O:16].[Na+].[OH-].[Na+]. Product: [N:15]([N:5]1[CH2:6][CH2:7][N:2]([C:8]([O:10][C:11]([CH3:14])([CH3:13])[CH3:12])=[O:9])[CH2:3][CH2:4]1)=[O:16]. The catalyst class is: 229. (3) Reactant: [C:1]([O:5][C:6](=[O:13])[NH:7][CH:8]1[CH2:11][CH:10]([OH:12])[CH2:9]1)([CH3:4])([CH3:3])[CH3:2].C([O-])([O-])=O.[Cs+].[Cs+].[Br:20][C:21]1[C:22](Cl)=[N:23][C:24]([Cl:27])=[N:25][CH:26]=1. Product: [C:1]([O:5][C:6](=[O:13])[NH:7][CH:8]1[CH2:11][CH:10]([O:12][C:22]2[C:21]([Br:20])=[CH:26][N:25]=[C:24]([Cl:27])[N:23]=2)[CH2:9]1)([CH3:4])([CH3:2])[CH3:3]. The catalyst class is: 1. (4) Reactant: [C:1]([C:3]1[CH:4]=[C:5]([C:13]2[O:17][N:16]=[C:15]([C:18]3[CH:27]=[CH:26][CH:25]=[C:24]4[C:19]=3[CH2:20][CH2:21][CH2:22][C@H:23]4[N:28]([CH2:36][CH2:37][OH:38])C(=O)OC(C)(C)C)[N:14]=2)[CH:6]=[CH:7][C:8]=1[O:9][CH:10]([CH3:12])[CH3:11])#[N:2]. Product: [OH:38][CH2:37][CH2:36][NH:28][C@@H:23]1[CH2:22][CH2:21][CH2:20][C:19]2[C:18]([C:15]3[N:14]=[C:13]([C:5]4[CH:6]=[CH:7][C:8]([O:9][CH:10]([CH3:12])[CH3:11])=[C:3]([CH:4]=4)[C:1]#[N:2])[O:17][N:16]=3)=[CH:27][CH:26]=[CH:25][C:24]1=2. The catalyst class is: 12. (5) Reactant: [NH2:1][C:2]1[S:3][C:4]2[CH:10]=[C:9]([O:11][C:12]3[CH:13]=[C:14]([NH:20][C:21](=[O:33])[C:22]4[CH:27]=[CH:26][CH:25]=[C:24]([C:28]5([C:31]#[N:32])[CH2:30][CH2:29]5)[CH:23]=4)[CH:15]=[CH:16][C:17]=3[O:18][CH3:19])[CH:8]=[CH:7][C:5]=2[N:6]=1.C([O:37][CH2:38][C:39](Cl)=[O:40])(=O)C.O. Product: [C:31]([C:28]1([C:24]2[CH:23]=[C:22]([CH:27]=[CH:26][CH:25]=2)[C:21]([NH:20][C:14]2[CH:15]=[CH:16][C:17]([O:18][CH3:19])=[C:12]([O:11][C:9]3[CH:8]=[CH:7][C:5]4[N:6]=[C:2]([NH:1][C:38](=[O:37])[CH2:39][OH:40])[S:3][C:4]=4[CH:10]=3)[CH:13]=2)=[O:33])[CH2:30][CH2:29]1)#[N:32]. The catalyst class is: 9.